This data is from Forward reaction prediction with 1.9M reactions from USPTO patents (1976-2016). The task is: Predict the product of the given reaction. (1) Given the reactants [C:1]([O:5][C:6]([NH:8][C:9]1([C:12]([OH:14])=O)[CH2:11][CH2:10]1)=[O:7])([CH3:4])([CH3:3])[CH3:2].S(C1C=CC(C)=CC=1)(O)(=O)=O.[CH2:26]([O:33][C:34](=[O:48])[C@H:35]([CH2:37][C:38]([O:40][CH2:41][C:42]1[CH:47]=[CH:46][CH:45]=[CH:44][CH:43]=1)=[O:39])[NH2:36])[C:27]1[CH:32]=[CH:31][CH:30]=[CH:29][CH:28]=1.CCN=C=NCCCN(C)C.Cl.ON1C2C=CC=CC=2N=N1.C(N(CC)C(C)C)(C)C.Cl, predict the reaction product. The product is: [CH2:26]([O:33][C:34](=[O:48])[C@H:35]([CH2:37][C:38]([O:40][CH2:41][C:42]1[CH:43]=[CH:44][CH:45]=[CH:46][CH:47]=1)=[O:39])[NH:36][C:12]([C:9]1([NH:8][C:6]([O:5][C:1]([CH3:2])([CH3:3])[CH3:4])=[O:7])[CH2:10][CH2:11]1)=[O:14])[C:27]1[CH:28]=[CH:29][CH:30]=[CH:31][CH:32]=1. (2) Given the reactants [O:1]=[C:2]1[NH:11][C:10]2[N:9]=[CH:8][CH:7]=[C:6]([O:12][C:13]3[CH:14]=[CH:15][C:16]4[O:20][C@@H:19]5[C@@H:21]([C:22](O)=[O:23])[C@@H:18]5[C:17]=4[CH:25]=3)[C:5]=2[CH2:4][CH2:3]1.CCN(CC)CC.C1C=CC(P([N:47]=[N+:48]=[N-:49])(C2C=CC=CC=2)=O)=CC=1.O, predict the reaction product. The product is: [O:1]=[C:2]1[NH:11][C:10]2[N:9]=[CH:8][CH:7]=[C:6]([O:12][C:13]3[CH:14]=[CH:15][C:16]4[O:20][C@@H:19]5[C@@H:21]([C:22]([N:47]=[N+:48]=[N-:49])=[O:23])[C@@H:18]5[C:17]=4[CH:25]=3)[C:5]=2[CH2:4][CH2:3]1.